This data is from Catalyst prediction with 721,799 reactions and 888 catalyst types from USPTO. The task is: Predict which catalyst facilitates the given reaction. Reactant: [C:1]([C:9]1[CH:29]=[CH:28][C:12]([O:13][CH2:14][C:15]([NH:17][CH2:18][CH2:19][NH:20]C(=O)OC(C)(C)C)=[O:16])=[CH:11][CH:10]=1)(=[O:8])[C:2]1[CH:7]=[CH:6][CH:5]=[CH:4][CH:3]=1.[ClH:30]. Product: [NH2:20][CH2:19][CH2:18][NH:17][C:15](=[O:16])[CH2:14][O:13][C:12]1[CH:28]=[CH:29][C:9]([C:1](=[O:8])[C:2]2[CH:7]=[CH:6][CH:5]=[CH:4][CH:3]=2)=[CH:10][CH:11]=1.[ClH:30]. The catalyst class is: 12.